Task: Regression. Given a peptide amino acid sequence and an MHC pseudo amino acid sequence, predict their binding affinity value. This is MHC class I binding data.. Dataset: Peptide-MHC class I binding affinity with 185,985 pairs from IEDB/IMGT (1) The peptide sequence is YLKAYQATV. The MHC is HLA-A02:06 with pseudo-sequence HLA-A02:06. The binding affinity (normalized) is 0.625. (2) The peptide sequence is AMYYAVLSEY. The MHC is HLA-A68:01 with pseudo-sequence HLA-A68:01. The binding affinity (normalized) is 0.363. (3) The peptide sequence is KVEKYLPEV. The MHC is HLA-A02:06 with pseudo-sequence HLA-A02:06. The binding affinity (normalized) is 0.561. (4) The MHC is HLA-A68:02 with pseudo-sequence HLA-A68:02. The peptide sequence is HLAAQGMAY. The binding affinity (normalized) is 0. (5) The peptide sequence is YQVLVMVPK. The MHC is HLA-B57:01 with pseudo-sequence HLA-B57:01. The binding affinity (normalized) is 0.0847. (6) The peptide sequence is NSSYWRQGY. The MHC is HLA-A02:06 with pseudo-sequence HLA-A02:06. The binding affinity (normalized) is 0.0847. (7) The peptide sequence is YQVLVMVPK. The MHC is HLA-B18:01 with pseudo-sequence HLA-B18:01. The binding affinity (normalized) is 0.0847.